The task is: Predict the reaction yield, written as a fraction of the theoretical maximum amount of product (1.0 means a 100% yield; for example, 0.34 means a 34% yield).. This data is from Reaction yield outcomes from USPTO patents with 853,638 reactions. (1) The catalyst is CO. The product is [N:1]1[C:10]2[C:5](=[CH:6][CH:7]=[CH:8][CH:9]=2)[CH:4]=[CH:3][C:2]=1[CH2:11][OH:12]. The reactants are [N:1]1[C:10]2[C:5](=[CH:6][CH:7]=[CH:8][CH:9]=2)[CH:4]=[CH:3][C:2]=1[CH:11]=[O:12].[BH4-].[Na+].O. The yield is 0.850. (2) The reactants are ClC(OCC)=O.[F:7][C:8]1[CH:45]=[CH:44][C:11]([O:12][C:13]2[CH:18]=[CH:17][C:16]([S:19]([N:22]3[CH2:31][CH2:30][C:29]4[C:24](=[CH:25][CH:26]=[CH:27][C:28]=4[O:32][CH2:33][CH2:34][N:35]4[CH2:40][CH2:39][CH2:38][CH2:37][CH2:36]4)[CH:23]3[C:41]([OH:43])=O)(=[O:21])=[O:20])=[CH:15][CH:14]=2)=[CH:10][CH:9]=1.CN1CCOCC1.C[Si](C)(C)[O:55][NH2:56]. The catalyst is CN(C=O)C. The product is [OH:55][NH:56][C:41]([CH:23]1[C:24]2[C:29](=[C:28]([O:32][CH2:33][CH2:34][N:35]3[CH2:36][CH2:37][CH2:38][CH2:39][CH2:40]3)[CH:27]=[CH:26][CH:25]=2)[CH2:30][CH2:31][N:22]1[S:19]([C:16]1[CH:15]=[CH:14][C:13]([O:12][C:11]2[CH:44]=[CH:45][C:8]([F:7])=[CH:9][CH:10]=2)=[CH:18][CH:17]=1)(=[O:20])=[O:21])=[O:43]. The yield is 0.460.